Dataset: Forward reaction prediction with 1.9M reactions from USPTO patents (1976-2016). Task: Predict the product of the given reaction. Given the reactants [CH2:1]=[N:2][CH2:3][C:4]([O:6][CH2:7][CH3:8])=[O:5].[H-].[Na+].[C:11]([C:13]1[CH:21]=[CH:20][C:16]([C:17](Cl)=[O:18])=[CH:15][CH:14]=1)#[N:12], predict the reaction product. The product is: [C:11]([C:13]1[CH:21]=[CH:20][C:16]([C:17]2[O:18][CH:1]=[N:2][C:3]=2[C:4]([O:6][CH2:7][CH3:8])=[O:5])=[CH:15][CH:14]=1)#[N:12].